This data is from Reaction yield outcomes from USPTO patents with 853,638 reactions. The task is: Predict the reaction yield, written as a fraction of the theoretical maximum amount of product (1.0 means a 100% yield; for example, 0.34 means a 34% yield). The reactants are O=P(Cl)(Cl)Cl.[CH:6]1([C:12]2[S:13][CH:14]=[C:15]([C:17]([OH:19])=O)[N:16]=2)[CH2:11][CH2:10][CH2:9][CH2:8][CH2:7]1.[C:20]([C:23]1[CH:29]=[CH:28][C:27]([O:30][CH3:31])=[C:26]([CH3:32])[C:24]=1[NH2:25])(=[O:22])[CH3:21]. The catalyst is N1C=CC=CC=1. The product is [C:20]([C:23]1[C:24]([NH:25][C:17]([C:15]2[N:16]=[C:12]([CH:6]3[CH2:7][CH2:8][CH2:9][CH2:10][CH2:11]3)[S:13][CH:14]=2)=[O:19])=[C:26]([CH3:32])[C:27]([O:30][CH3:31])=[CH:28][CH:29]=1)(=[O:22])[CH3:21]. The yield is 0.950.